From a dataset of Forward reaction prediction with 1.9M reactions from USPTO patents (1976-2016). Predict the product of the given reaction. (1) Given the reactants [Li+].[OH-].[NH2:3][C:4]1[C:9]([C:10]([F:13])([F:12])[F:11])=[CH:8][C:7]([CH2:14][C@@H:15]([O:36][C:37]([N:39]2[CH2:44][CH2:43][CH:42]([N:45]3[CH2:51][CH2:50][C:49]4[CH:52]=[CH:53][CH:54]=[CH:55][C:48]=4[NH:47][C:46]3=[O:56])[CH2:41][CH2:40]2)=[O:38])[C:16]([N:18]2[CH2:23][CH2:22][CH:21]([N:24]3[CH2:29][CH2:28][N:27]([CH3:30])[CH2:26][C@H:25]3[C:31]([O:33]CC)=[O:32])[CH2:20][CH2:19]2)=[O:17])=[CH:6][C:5]=1[Cl:57], predict the reaction product. The product is: [NH2:3][C:4]1[C:9]([C:10]([F:11])([F:13])[F:12])=[CH:8][C:7]([CH2:14][C@@H:15]([O:36][C:37]([N:39]2[CH2:40][CH2:41][CH:42]([N:45]3[CH2:51][CH2:50][C:49]4[CH:52]=[CH:53][CH:54]=[CH:55][C:48]=4[NH:47][C:46]3=[O:56])[CH2:43][CH2:44]2)=[O:38])[C:16]([N:18]2[CH2:19][CH2:20][CH:21]([N:24]3[CH2:29][CH2:28][N:27]([CH3:30])[CH2:26][C@H:25]3[C:31]([OH:33])=[O:32])[CH2:22][CH2:23]2)=[O:17])=[CH:6][C:5]=1[Cl:57]. (2) The product is: [CH2:1]([N:8]1[CH2:17][CH2:16][C:15]2[N:14]=[C:13]([Cl:21])[CH:12]=[CH:11][C:10]=2[CH2:9]1)[C:2]1[CH:7]=[CH:6][CH:5]=[CH:4][CH:3]=1. Given the reactants [CH2:1]([N:8]1[CH2:17][CH2:16][C:15]2[NH:14][C:13](=O)[CH:12]=[CH:11][C:10]=2[CH2:9]1)[C:2]1[CH:7]=[CH:6][CH:5]=[CH:4][CH:3]=1.O=P(Cl)(Cl)[Cl:21], predict the reaction product. (3) Given the reactants CO[C:3]([C:5]1[C:6]([OH:29])=[C:7]2[C:12](=[CH:13][N:14]=1)[N:11]([CH2:15][C:16]1[CH:21]=[CH:20][CH:19]=[CH:18][CH:17]=1)[C:10](=[O:22])[C:9]([C:23]1[CH:28]=[CH:27][CH:26]=[CH:25][CH:24]=1)=[CH:8]2)=[O:4].[NH2:30][C@@H:31]([C:39]([OH:41])=[O:40])[CH2:32][C:33]1[CH:38]=[CH:37][CH:36]=[CH:35][CH:34]=1.C[O-].[Na+], predict the reaction product. The product is: [CH2:15]([N:11]1[C:12]2[C:7](=[C:6]([OH:29])[C:5]([C:3]([NH:30][C@H:31]([CH2:32][C:33]3[CH:38]=[CH:37][CH:36]=[CH:35][CH:34]=3)[C:39]([OH:41])=[O:40])=[O:4])=[N:14][CH:13]=2)[CH:8]=[C:9]([C:23]2[CH:28]=[CH:27][CH:26]=[CH:25][CH:24]=2)[C:10]1=[O:22])[C:16]1[CH:17]=[CH:18][CH:19]=[CH:20][CH:21]=1. (4) Given the reactants Br[C:2]1[CH:11]=[C:10]2[C:5]([C:6]([CH3:16])([CH3:15])[CH2:7][C:8](=[O:14])[N:9]2[CH2:12][CH3:13])=[CH:4][C:3]=1[CH3:17].Br[C:19]1[C:20]([F:30])=[C:21]([CH:24]=[C:25]([F:29])[C:26]=1[O:27][CH3:28])[CH:22]=[O:23], predict the reaction product. The product is: [CH2:12]([N:9]1[C:10]2[C:5](=[CH:4][C:3]([CH3:17])=[C:2]([C:19]3[C:20]([F:30])=[C:21]([CH:24]=[C:25]([F:29])[C:26]=3[O:27][CH3:28])[CH:22]=[O:23])[CH:11]=2)[C:6]([CH3:16])([CH3:15])[CH2:7][C:8]1=[O:14])[CH3:13]. (5) Given the reactants [F:1][C:2]1[CH:7]=[CH:6][CH:5]=[CH:4][C:3]=1[CH:8]=[CH:9][C:10]([NH:12][C@H:13]([C:18]([O:20]C)=[O:19])[CH2:14][CH2:15][S:16][CH3:17])=[O:11].[OH-].[Na+], predict the reaction product. The product is: [F:1][C:2]1[CH:7]=[CH:6][CH:5]=[CH:4][C:3]=1[CH:8]=[CH:9][C:10]([NH:12][C@H:13]([C:18]([OH:20])=[O:19])[CH2:14][CH2:15][S:16][CH3:17])=[O:11].